From a dataset of Catalyst prediction with 721,799 reactions and 888 catalyst types from USPTO. Predict which catalyst facilitates the given reaction. Reactant: [Br:1][C:2]1[CH:7]=[C:6]([Cl:8])[C:5]([N:9]2[CH:18]=[C:12]3[CH:13]=[N:14][CH:15]=[C:16]([F:17])[C:11]3=[N:10]2)=[C:4]([Cl:19])[CH:3]=1.ClC1C=CC=C(C(OO)=[O:28])C=1. Product: [Br:1][C:2]1[CH:7]=[C:6]([Cl:8])[C:5]([N:9]2[CH:18]=[C:12]3[CH:13]=[N+:14]([O-:28])[CH:15]=[C:16]([F:17])[C:11]3=[N:10]2)=[C:4]([Cl:19])[CH:3]=1. The catalyst class is: 2.